This data is from Full USPTO retrosynthesis dataset with 1.9M reactions from patents (1976-2016). The task is: Predict the reactants needed to synthesize the given product. (1) Given the product [Br:1][C:2]1[CH:3]=[CH:4][C:5]([N:8]2[CH2:9][CH2:10][N:11]([C:15]3[CH:16]=[CH:17][C:18]4[N:19]([C:21]([C:24]([F:25])([F:27])[F:26])=[N:22][N:23]=4)[N:20]=3)[CH2:12][CH2:13]2)=[N:6][CH:7]=1, predict the reactants needed to synthesize it. The reactants are: [Br:1][C:2]1[CH:3]=[CH:4][C:5]([N:8]2[CH2:13][CH2:12][NH:11][CH2:10][CH2:9]2)=[N:6][CH:7]=1.Cl[C:15]1[CH:16]=[CH:17][C:18]2[N:19]([C:21]([C:24]([F:27])([F:26])[F:25])=[N:22][N:23]=2)[N:20]=1. (2) Given the product [F:77][C:55]1[CH:56]=[C:57]([NH:60][C:61]([C:63]2[C:64](=[O:76])[N:65]([C:70]3[CH:71]=[CH:72][CH:73]=[CH:74][CH:75]=3)[N:66]([CH3:69])[C:67]=2[CH3:68])=[O:62])[CH:58]=[CH:59][C:54]=1[B:43]1[O:44][C:45]([CH3:50])([CH3:51])[C:46]([CH3:48])([CH3:49])[O:47]1, predict the reactants needed to synthesize it. The reactants are: C1(P(C2CCCCC2)C2C=CC=CC=2C2C(CCC)=CC(CCC)=CC=2CCC)CCCCC1.[CH3:50][C:45]1([CH3:51])[C:46]([CH3:49])([CH3:48])[O:47][B:43]([B:43]2[O:47][C:46]([CH3:49])([CH3:48])[C:45]([CH3:51])([CH3:50])[O:44]2)[O:44]1.Br[C:54]1[CH:59]=[CH:58][C:57]([NH:60][C:61]([C:63]2[C:64](=[O:76])[N:65]([C:70]3[CH:75]=[CH:74][CH:73]=[CH:72][CH:71]=3)[N:66]([CH3:69])[C:67]=2[CH3:68])=[O:62])=[CH:56][C:55]=1[F:77].C([O-])(=O)C.[K+].N#N. (3) Given the product [NH2:1][C:4]1[CH:5]=[CH:6][C:7]([C:10]2[S:11][C:12]([C:15]([O:17][CH2:18][CH3:19])=[O:16])=[CH:13][N:14]=2)=[CH:8][CH:9]=1, predict the reactants needed to synthesize it. The reactants are: [N+:1]([C:4]1[CH:9]=[CH:8][C:7]([C:10]2[S:11][C:12]([C:15]([O:17][CH2:18][CH3:19])=[O:16])=[CH:13][N:14]=2)=[CH:6][CH:5]=1)([O-])=O.C([O-])=O.[NH4+].